This data is from Catalyst prediction with 721,799 reactions and 888 catalyst types from USPTO. The task is: Predict which catalyst facilitates the given reaction. (1) Reactant: [CH3:1][CH:2]([C:8](=O)[CH3:9])[C:3]([O:5]CC)=O.Cl.[CH3:12][S:13]([C:16]1[CH:21]=[CH:20][C:19]([NH:22][NH2:23])=[CH:18][CH:17]=1)(=[O:15])=[O:14].C(N(CC)CC)C. Product: [CH3:12][S:13]([C:16]1[CH:17]=[CH:18][C:19]([N:22]2[C:3]([OH:5])=[C:2]([CH3:1])[C:8]([CH3:9])=[N:23]2)=[CH:20][CH:21]=1)(=[O:15])=[O:14]. The catalyst class is: 8. (2) Reactant: [H-].C([Al+]CC(C)C)C(C)C.[C:11]([O:15][C:16]([NH:18][C@H:19]([C:25]1[CH:30]=[CH:29][CH:28]=[C:27]([F:31])[CH:26]=1)[CH2:20][C:21](OC)=[O:22])=[O:17])([CH3:14])([CH3:13])[CH3:12].CO.Cl. Product: [F:31][C:27]1[CH:26]=[C:25]([C@@H:19]([NH:18][C:16](=[O:17])[O:15][C:11]([CH3:13])([CH3:12])[CH3:14])[CH2:20][CH:21]=[O:22])[CH:30]=[CH:29][CH:28]=1. The catalyst class is: 4. (3) Reactant: Cl.Cl.[NH:3]1[C:11]2[C:6](=[CH:7][C:8]([C:12]3[C:16]4[C:17]([NH2:21])=[N:18][CH:19]=[CH:20][C:15]=4[O:14][CH:13]=3)=[CH:9][CH:10]=2)[CH2:5][CH2:4]1.[F:22][C:23]1[CH:28]=[CH:27][C:26]([F:29])=[CH:25][C:24]=1[CH2:30][C:31](O)=[O:32].CN(C(ON1N=NC2C=CC=NC1=2)=[N+](C)C)C.F[P-](F)(F)(F)(F)F.CCN(C(C)C)C(C)C. Product: [F:22][C:23]1[CH:28]=[CH:27][C:26]([F:29])=[CH:25][C:24]=1[CH2:30][C:31]([N:3]1[C:11]2[C:6](=[CH:7][C:8]([C:12]3[C:16]4[C:17]([NH2:21])=[N:18][CH:19]=[CH:20][C:15]=4[O:14][CH:13]=3)=[CH:9][CH:10]=2)[CH2:5][CH2:4]1)=[O:32]. The catalyst class is: 35. (4) Reactant: CS(O[CH:6]1[CH2:9][C:8]([C:16]#[N:17])([C:10]2[CH:15]=[CH:14][CH:13]=[CH:12][N:11]=2)[CH2:7]1)(=O)=O.[N-:18]=[N+:19]=[N-:20].[Na+]. Product: [N:18]([CH:6]1[CH2:9][C:8]([C:10]2[CH:15]=[CH:14][CH:13]=[CH:12][N:11]=2)([C:16]#[N:17])[CH2:7]1)=[N+:19]=[N-:20]. The catalyst class is: 173.